From a dataset of Reaction yield outcomes from USPTO patents with 853,638 reactions. Predict the reaction yield, written as a fraction of the theoretical maximum amount of product (1.0 means a 100% yield; for example, 0.34 means a 34% yield). (1) The reactants are [CH3:1][C@@H:2]1[CH2:7][NH:6][CH2:5][CH2:4][N:3]1[C:8]([O:10][C:11]([CH3:14])([CH3:13])[CH3:12])=[O:9].Br[C:16]1[CH:17]=[C:18]2[N:27]([CH3:28])[CH:26]=[CH:25][C:19]2=[N:20][C:21]=1[C@@H:22]([NH2:24])[CH3:23].CC([O-])(C)C.[K+].C([O-])(O)=O.[Na+].C([O-])([O-])=O.[K+].[K+]. The catalyst is O1CCOCC1. The product is [NH2:24][C@H:22]([C:21]1[N:20]=[C:19]2[CH:25]=[CH:26][N:27]([CH3:28])[C:18]2=[CH:17][C:16]=1[N:6]1[CH2:5][CH2:4][N:3]([C:8]([O:10][C:11]([CH3:13])([CH3:12])[CH3:14])=[O:9])[C@H:2]([CH3:1])[CH2:7]1)[CH3:23]. The yield is 0.330. (2) The reactants are [C:1]([O:5][C:6]([NH:8][CH:9]([CH2:20][OH:21])[C:10]([O:12][CH2:13][C:14]1[CH:19]=[CH:18][CH:17]=[CH:16][CH:15]=1)=[O:11])=[O:7])([CH3:4])([CH3:3])[CH3:2].S([O-])([O-])(=O)=O.[Na+].[Na+].[F:29][C:30]([F:38])(S(F)(=O)=O)C(O)=O. The catalyst is C(#N)C.C(OCC)C.[Cu]I. The product is [CH2:13]([O:12][C:10](=[O:11])[C@@H:9]([NH:8][C:6]([O:5][C:1]([CH3:4])([CH3:3])[CH3:2])=[O:7])[CH2:20][O:21][CH:30]([F:38])[F:29])[C:14]1[CH:15]=[CH:16][CH:17]=[CH:18][CH:19]=1. The yield is 0.400. (3) The reactants are [ClH:1].Cl.[Cl:3][C:4]1[CH:9]=[CH:8][C:7]([NH:10][C:11]([N:13]2[CH2:18][CH2:17][NH:16][CH2:15][CH:14]2[CH2:19][O:20][C:21]2[CH:22]=[N:23][CH:24]=[CH:25][CH:26]=2)=[O:12])=[CH:6][CH:5]=1.[CH:27](O)=O.[OH-].[Na+]. The catalyst is C=O.O. The product is [ClH:3].[ClH:1].[Cl:3][C:4]1[CH:9]=[CH:8][C:7]([NH:10][C:11]([N:13]2[CH2:18][CH2:17][N:16]([CH3:27])[CH2:15][CH:14]2[CH2:19][O:20][C:21]2[CH:22]=[N:23][CH:24]=[CH:25][CH:26]=2)=[O:12])=[CH:6][CH:5]=1. The yield is 0.0700.